From a dataset of Catalyst prediction with 721,799 reactions and 888 catalyst types from USPTO. Predict which catalyst facilitates the given reaction. (1) Reactant: [F:1][C:2]1[CH:7]=[C:6]([CH:8]=[O:9])[CH:5]=[CH:4][C:3]=1[C:10]1[CH:15]=[CH:14][C:13]([C:16]2[CH:21]=[C:20]([F:22])[C:19]([F:23])=[C:18]([F:24])[CH:17]=2)=[C:12]([F:25])[CH:11]=1.CC(C)=[O:28].CC(C)=O.OS(O)(=O)=O.O=[Cr](=O)=O.C(=O)([O-])O.[Na+]. Product: [F:1][C:2]1[CH:7]=[C:6]([C:8]([OH:28])=[O:9])[CH:5]=[CH:4][C:3]=1[C:10]1[CH:15]=[CH:14][C:13]([C:16]2[CH:21]=[C:20]([F:22])[C:19]([F:23])=[C:18]([F:24])[CH:17]=2)=[C:12]([F:25])[CH:11]=1. The catalyst class is: 32. (2) Reactant: [CH3:1][C:2]1[CH:3]=[CH:4][C:5]([C:8]2[CH:9]=[C:10]([CH:15]=[C:16]([CH:18]=[CH2:19])[CH:17]=2)[C:11]([O:13]C)=[O:12])=[N:6][CH:7]=1.[OH-].[Na+:21].[ClH:22]. Product: [Cl-:22].[Na+:21].[Na+:21].[Na+:21].[Cl-:22].[Cl-:22].[CH3:1][C:2]1[CH:3]=[CH:4][C:5]([C:8]2[CH:9]=[C:10]([CH:15]=[C:16]([CH:18]=[CH2:19])[CH:17]=2)[C:11]([OH:13])=[O:12])=[N:6][CH:7]=1. The catalyst class is: 5. (3) Reactant: [CH3:1][N:2]([C@H:16]1[CH2:21][CH2:20][C@H:19]([C:22]#[C:23][CH2:24][N:25]([CH3:29])[CH2:26][CH2:27][CH3:28])[CH2:18][CH2:17]1)[S:3]([C:6]1[CH:11]=[CH:10][C:9]([NH:12]C(=O)C)=[CH:8][CH:7]=1)(=[O:5])=[O:4].C[O-].[Na+]. Product: [NH2:12][C:9]1[CH:8]=[CH:7][C:6]([S:3]([N:2]([CH3:1])[C@H:16]2[CH2:17][CH2:18][C@H:19]([C:22]#[C:23][CH2:24][N:25]([CH3:29])[CH2:26][CH2:27][CH3:28])[CH2:20][CH2:21]2)(=[O:5])=[O:4])=[CH:11][CH:10]=1. The catalyst class is: 5. (4) Reactant: [CH3:1][O:2][C:3]1[CH:4]=[C:5]2[C:13](=[CH:14][CH:15]=1)[NH:12][C:11]1[C:10](=[O:16])[NH:9][CH:8]([CH2:17][CH2:18][C:19](OC)=[O:20])[CH2:7][C:6]2=1.[H-].[Al+3].[Li+].[H-].[H-].[H-].O.[OH-].[Na+]. Product: [OH:20][CH2:19][CH2:18][CH2:17][CH:8]1[CH2:7][C:6]2[C:5]3[C:13](=[CH:14][CH:15]=[C:3]([O:2][CH3:1])[CH:4]=3)[NH:12][C:11]=2[C:10](=[O:16])[NH:9]1. The catalyst class is: 7. (5) The catalyst class is: 2. Product: [N:1]([C:2]1([C:8]([O:10][CH3:11])=[O:9])[CH2:7][CH2:6][CH2:5][CH2:4][CH2:3]1)=[C:20]=[O:22]. Reactant: [NH2:1][C:2]1([C:8]([O:10][CH3:11])=[O:9])[CH2:7][CH2:6][CH2:5][CH2:4][CH2:3]1.C(N(CC)CC)C.Cl[C:20](Cl)([O:22]C(=O)OC(Cl)(Cl)Cl)Cl. (6) Reactant: F[P-](F)(F)(F)(F)F.[N:8]1(O[P+](N(C)C)(N(C)C)N(C)C)[C:12]2[CH:13]=[CH:14][CH:15]=[CH:16]C=2N=N1.N1CCCCC1.C[N:35]([CH:37]=[O:38])C. Product: [N:8]1([C:37]([NH2:35])=[O:38])[CH2:12][CH2:13][CH2:14][CH2:15][CH2:16]1. The catalyst class is: 229. (7) Reactant: C(=[NH:14])(C1C=CC=CC=1)C1C=CC=CC=1.Br[C:16]1[CH:17]=[CH:18][C:19]([C:22]2([C:33]#[N:34])[CH2:27][CH2:26][N:25]([CH2:28][C:29]([OH:32])([CH3:31])[CH3:30])[CH2:24][CH2:23]2)=[N:20][CH:21]=1.C(P(C(C)(C)C)C1C=CC2C(=CC=CC=2)C=1C1C2C(=CC=CC=2)C=CC=1)(C)(C)C.CC(C)([O-])C.[Na+].Cl.C(=O)(O)[O-].[Na+]. Product: [NH2:14][C:16]1[CH:17]=[CH:18][C:19]([C:22]2([C:33]#[N:34])[CH2:27][CH2:26][N:25]([CH2:28][C:29]([OH:32])([CH3:31])[CH3:30])[CH2:24][CH2:23]2)=[N:20][CH:21]=1. The catalyst class is: 493. (8) Reactant: [CH3:1][O:2][C:3](=[O:29])[CH2:4][CH2:5][C:6]1[CH:11]=[CH:10][C:9]([O:12]CC2C=CC=CC=2)=[C:8]([CH2:20][NH:21][C:22]([O:24][C:25]([CH3:28])([CH3:27])[CH3:26])=[O:23])[CH:7]=1. Product: [CH3:1][O:2][C:3](=[O:29])[CH2:4][CH2:5][C:6]1[CH:11]=[CH:10][C:9]([OH:12])=[C:8]([CH2:20][NH:21][C:22]([O:24][C:25]([CH3:27])([CH3:26])[CH3:28])=[O:23])[CH:7]=1. The catalyst class is: 1.